Dataset: Peptide-MHC class II binding affinity with 134,281 pairs from IEDB. Task: Regression. Given a peptide amino acid sequence and an MHC pseudo amino acid sequence, predict their binding affinity value. This is MHC class II binding data. The peptide sequence is FEAAFNDAIKASTGG. The MHC is DRB1_0802 with pseudo-sequence DRB1_0802. The binding affinity (normalized) is 0.144.